This data is from Reaction yield outcomes from USPTO patents with 853,638 reactions. The task is: Predict the reaction yield, written as a fraction of the theoretical maximum amount of product (1.0 means a 100% yield; for example, 0.34 means a 34% yield). (1) The reactants are [Cl:1][C:2]1[CH:11]=[CH:10][C:9]([NH:12][S:13]([C:16]2[CH:21]=[CH:20][C:19]([CH3:22])=[CH:18][C:17]=2[N+:23]([O-])=O)(=[O:15])=[O:14])=[C:8]2[C:3]=1[CH:4]=[CH:5][CH:6]=[N:7]2.O.NN. The catalyst is [Ni].CO. The product is [NH2:23][C:17]1[CH:18]=[C:19]([CH3:22])[CH:20]=[CH:21][C:16]=1[S:13]([NH:12][C:9]1[CH:10]=[CH:11][C:2]([Cl:1])=[C:3]2[C:8]=1[N:7]=[CH:6][CH:5]=[CH:4]2)(=[O:15])=[O:14]. The yield is 0.270. (2) The reactants are [CH3:1][CH2:2][C@@H:3]([C@H:5]([N:36]([C:38]([C@@H:40]([NH:44][C:45]([C@@H:47]([N:51]([CH3:53])[CH3:52])[CH:48]([CH3:50])[CH3:49])=[O:46])[CH:41]([CH3:43])[CH3:42])=[O:39])[CH3:37])[C@H:6]([O:34][CH3:35])[CH2:7][C:8]([N:10]1[C@H:14]([C@H:15]([O:32][CH3:33])[C@H:16]([C:18]([NH:20][C@H:21]([C:29]([OH:31])=[O:30])[CH2:22][C:23]2[CH:28]=[CH:27][CH:26]=[CH:25][CH:24]=2)=[O:19])[CH3:17])[CH2:13][CH2:12][CH2:11]1)=[O:9])[CH3:4].CN(C(ON1N=NC2C=CC=NC1=2)=[N+](C)C)C.F[P-](F)(F)(F)(F)F.C(N(C(C)C)CC)(C)C.[NH2:87][CH2:88][CH2:89][CH2:90][OH:91]. The catalyst is CN(C=O)C. The product is [CH3:1][CH2:2][C@@H:3]([C@H:5]([N:36]([C:38]([C@@H:40]([NH:44][C:45]([C@@H:47]([N:51]([CH3:53])[CH3:52])[CH:48]([CH3:50])[CH3:49])=[O:46])[CH:41]([CH3:43])[CH3:42])=[O:39])[CH3:37])[C@H:6]([O:34][CH3:35])[CH2:7][C:8]([N:10]1[C@H:14]([C@H:15]([O:32][CH3:33])[C@H:16]([C:18]([NH:20][C@H:21]([C:29]([OH:31])=[O:30])[CH2:22][C:23]2[CH:28]=[CH:27][CH:26]=[CH:25][CH:24]=2)=[O:19])[CH3:17])[CH2:13][CH2:12][CH2:11]1)=[O:9])[CH3:4].[OH:91][CH2:90][CH2:89][CH2:88][NH-:87]. The yield is 0.680. (3) The reactants are Cl.Cl.[N:3]1[NH:4][N:5]=[N:6][C:7]=1[C:8]1[CH:9]=[C:10]([NH2:15])[C:11]([NH2:14])=[CH:12][CH:13]=1.[C:16](C1NC=CN=1)(C1NC=CN=1)=[S:17]. The catalyst is C(#N)C. The product is [N:6]1[NH:5][N:4]=[N:3][C:7]=1[C:8]1[CH:13]=[CH:12][C:11]2[NH:14][C:16](=[S:17])[NH:15][C:10]=2[CH:9]=1. The yield is 0.610.